From a dataset of Forward reaction prediction with 1.9M reactions from USPTO patents (1976-2016). Predict the product of the given reaction. (1) Given the reactants Cl.[CH:2]12[O:10][CH:6]([CH2:7][NH:8][CH2:9]1)[CH2:5][N:4]([CH2:11][C:12]1[CH:19]=[CH:18][C:15]([C:16]#[N:17])=[CH:14][CH:13]=1)[CH2:3]2.[C:20]([O:24][C:25](=[O:31])[NH:26][CH2:27][CH2:28][CH2:29]Br)([CH3:23])([CH3:22])[CH3:21].C([O-])([O-])=O.[K+].[K+], predict the reaction product. The product is: [C:20]([O:24][C:25](=[O:31])[NH:26][CH2:27][CH2:28][CH2:29][N:8]1[CH2:9][CH:2]2[O:10][CH:6]([CH2:5][N:4]([CH2:11][C:12]3[CH:19]=[CH:18][C:15]([C:16]#[N:17])=[CH:14][CH:13]=3)[CH2:3]2)[CH2:7]1)([CH3:23])([CH3:22])[CH3:21]. (2) Given the reactants [N:1]1[C:8]([Cl:9])=[N:7][C:5](Cl)=[N:4][C:2]=1[Cl:3].C(=O)([O-])O.[K+].[CH2:15]([NH2:18])[CH2:16][CH3:17], predict the reaction product. The product is: [Cl:9][C:8]1[N:1]=[C:2]([Cl:3])[N:4]=[C:5]([NH:18][CH2:15][CH2:16][CH3:17])[N:7]=1. (3) The product is: [Cl:1][C:2]1[CH:3]=[CH:4][C:5]([C:8]2[C:12]([CH2:13][O:14][C:15]3[CH:23]=[CH:22][C:18]([C:19]([NH:24][CH2:25][CH:26]([OH:28])[CH3:27])=[O:21])=[CH:17][N:16]=3)=[CH:11][O:10][N:9]=2)=[CH:6][CH:7]=1. Given the reactants [Cl:1][C:2]1[CH:7]=[CH:6][C:5]([C:8]2[C:12]([CH2:13][O:14][C:15]3[CH:23]=[CH:22][C:18]([C:19]([OH:21])=O)=[CH:17][N:16]=3)=[CH:11][O:10][N:9]=2)=[CH:4][CH:3]=1.[NH2:24][CH2:25][CH:26]([OH:28])[CH3:27], predict the reaction product. (4) Given the reactants [CH:1]1([N:4]([CH2:18][C:19]2[O:23][C:22]([C:24](OCC)=[O:25])=[N:21][N:20]=2)[S:5]([C:8]2[C:13]([CH3:14])=[CH:12][C:11]([O:15][CH3:16])=[CH:10][C:9]=2[CH3:17])(=[O:7])=[O:6])[CH2:3][CH2:2]1.[CH3:29][N:30]1[CH2:35][CH2:34][CH:33]([N:36]2[CH2:41][CH2:40][NH:39][CH2:38][CH2:37]2)[CH2:32][CH2:31]1.C[Al](C)C, predict the reaction product. The product is: [CH:1]1([N:4]([CH2:18][C:19]2[O:23][C:22]([C:24]([N:39]3[CH2:38][CH2:37][N:36]([CH:33]4[CH2:34][CH2:35][N:30]([CH3:29])[CH2:31][CH2:32]4)[CH2:41][CH2:40]3)=[O:25])=[N:21][N:20]=2)[S:5]([C:8]2[C:13]([CH3:14])=[CH:12][C:11]([O:15][CH3:16])=[CH:10][C:9]=2[CH3:17])(=[O:6])=[O:7])[CH2:2][CH2:3]1. (5) Given the reactants [C:1]([O:5][C:6](=[O:28])[NH:7][CH2:8][C:9]1[CH:14]=[C:13]([O:15][C:16]2[CH:24]=[CH:23][C:19]3[CH2:20][CH2:21][O:22][C:18]=3[CH:17]=2)[CH:12]=[CH:11][C:10]=1[N+:25]([O-])=O)([CH3:4])([CH3:3])[CH3:2].[Cl-].[NH4+].C(O)C, predict the reaction product. The product is: [C:1]([O:5][C:6](=[O:28])[NH:7][CH2:8][C:9]1[CH:14]=[C:13]([O:15][C:16]2[CH:24]=[CH:23][C:19]3[CH2:20][CH2:21][O:22][C:18]=3[CH:17]=2)[CH:12]=[CH:11][C:10]=1[NH2:25])([CH3:4])([CH3:2])[CH3:3]. (6) Given the reactants [OH:1][CH:2]([C:17]1[CH:22]=[CH:21][CH:20]=[CH:19][CH:18]=1)[C:3]1[CH:4]=[C:5]([C:14]([OH:16])=[O:15])[C:6](=[O:13])[N:7]2[C:12]=1[CH:11]=[CH:10][CH:9]=[CH:8]2.OI1(=O)C2C=CC=CC=2C(=O)O1, predict the reaction product. The product is: [C:2]([C:3]1[CH:4]=[C:5]([C:14]([OH:16])=[O:15])[C:6](=[O:13])[N:7]2[C:12]=1[CH:11]=[CH:10][CH:9]=[CH:8]2)(=[O:1])[C:17]1[CH:22]=[CH:21][CH:20]=[CH:19][CH:18]=1.